From a dataset of Forward reaction prediction with 1.9M reactions from USPTO patents (1976-2016). Predict the product of the given reaction. (1) Given the reactants [C:1]([C@H:5]1[CH2:10][CH2:9][C@H:8]([O:11][C:12]2[C:13]([C:29]3[CH:34]=CC(OC(F)(F)F)=C[CH:30]=3)=[C:14]3[C:19](=[CH:20][CH:21]=2)[CH:18]=[C:17]([C@:22]2([CH3:28])[CH2:26][O:25][C:24](=[O:27])[NH:23]2)[CH:16]=[CH:15]3)[CH2:7][CH2:6]1)([CH3:4])([CH3:3])[CH3:2].[N:40]1C=C(B(O)O)C=[N:42][CH:41]=1, predict the reaction product. The product is: [C:1]([C@H:5]1[CH2:6][CH2:7][C@H:8]([O:11][C:12]2[C:13]([C:29]3[CH:34]=[N:40][CH:41]=[N:42][CH:30]=3)=[C:14]3[C:19](=[CH:20][CH:21]=2)[CH:18]=[C:17]([C@:22]2([CH3:28])[CH2:26][O:25][C:24](=[O:27])[NH:23]2)[CH:16]=[CH:15]3)[CH2:9][CH2:10]1)([CH3:2])([CH3:3])[CH3:4]. (2) Given the reactants [CH3:1][O:2][C:3]1[CH:4]=[C:5]([CH:9]=[CH:10][CH:11]=1)[CH2:6][CH2:7][NH2:8].[CH2:12]([O:19][C:20]1[CH:28]=[CH:27][C:23]([C:24](O)=[O:25])=[CH:22][CH:21]=1)[C:13]1[CH:18]=[CH:17][CH:16]=[CH:15][CH:14]=1.O.ON1C2C=CC=CC=2N=N1.Cl.CN(C)CCCN=C=NCC, predict the reaction product. The product is: [CH2:12]([O:19][C:20]1[CH:21]=[CH:22][C:23]([C:24]([NH:8][CH2:7][CH2:6][C:5]2[CH:9]=[CH:10][CH:11]=[C:3]([O:2][CH3:1])[CH:4]=2)=[O:25])=[CH:27][CH:28]=1)[C:13]1[CH:14]=[CH:15][CH:16]=[CH:17][CH:18]=1.